This data is from Reaction yield outcomes from USPTO patents with 853,638 reactions. The task is: Predict the reaction yield, written as a fraction of the theoretical maximum amount of product (1.0 means a 100% yield; for example, 0.34 means a 34% yield). (1) The reactants are [NH2:1][NH2:2].[Br:3][C:4]1[CH:13]=[CH:12][C:7]([C:8](=S)[NH:9][CH3:10])=[C:6](F)[CH:5]=1. The catalyst is CS(C)=O.C(OCC)(=O)C.O. The product is [Br:3][C:4]1[CH:5]=[C:6]2[C:7]([C:8]([NH:9][CH3:10])=[N:1][NH:2]2)=[CH:12][CH:13]=1. The yield is 0.540. (2) The reactants are Cl[CH2:2][CH:3]=O.C([O:9][C:10](=[O:28])[C:11]1[C:16]([NH:17][C:18]2[CH:23]=[CH:22][C:21]([Br:24])=[CH:20][C:19]=2[Cl:25])=[C:15]([F:26])[C:14]([NH2:27])=[N:13][CH:12]=1)(C)(C)C. The catalyst is CCO. The product is [Br:24][C:21]1[CH:22]=[CH:23][C:18]([NH:17][C:16]2[C:11]([C:10]([OH:9])=[O:28])=[CH:12][N:13]3[CH:2]=[CH:3][N:27]=[C:14]3[C:15]=2[F:26])=[C:19]([Cl:25])[CH:20]=1. The yield is 0.740.